From a dataset of Catalyst prediction with 721,799 reactions and 888 catalyst types from USPTO. Predict which catalyst facilitates the given reaction. (1) Reactant: [CH:1]([O:4][C:5]1[N:10]=[CH:9][C:8]([O:11][C:12]2[CH:17]=[CH:16][C:15]([CH2:18][CH2:19][CH:20]([NH2:22])[CH3:21])=[CH:14][CH:13]=2)=[CH:7][CH:6]=1)([CH3:3])[CH3:2].[C:23](N1C=CN=C1)([N:25]1C=CN=C1)=[O:24]. Product: [CH:1]([O:4][C:5]1[N:10]=[CH:9][C:8]([O:11][C:12]2[CH:13]=[CH:14][C:15]([CH2:18][CH2:19][CH:20]([NH:22][C:23]([NH2:25])=[O:24])[CH3:21])=[CH:16][CH:17]=2)=[CH:7][CH:6]=1)([CH3:3])[CH3:2]. The catalyst class is: 106. (2) Reactant: [CH2:1]([O:3][C:4]1[C:12]2[O:11][C:10]([C:13]([NH:15][NH2:16])=[O:14])=[CH:9][C:8]=2[CH:7]=[CH:6][CH:5]=1)[CH3:2].C(N(CC)C(C)C)(C)C.[C:26]1([S:32](Cl)(=[O:34])=[O:33])[CH:31]=[CH:30][CH:29]=[CH:28][CH:27]=1. Product: [C:26]1([S:32]([NH:16][NH:15][C:13]([C:10]2[O:11][C:12]3[C:4]([O:3][CH2:1][CH3:2])=[CH:5][CH:6]=[CH:7][C:8]=3[CH:9]=2)=[O:14])(=[O:34])=[O:33])[CH:31]=[CH:30][CH:29]=[CH:28][CH:27]=1. The catalyst class is: 230. (3) Reactant: [Cl:1][C:2]1[CH:7]=[CH:6][C:5]([S:8](Cl)(=[O:10])=[O:9])=[CH:4][CH:3]=1.[C:12]([N:14]=[C:15]([N:24]1[CH2:29][CH2:28][NH:27][CH:26]([C:30]2[CH:35]=[CH:34][CH:33]=[CH:32][CH:31]=2)[CH2:25]1)[NH:16][C:17]1[CH:22]=[CH:21][CH:20]=[CH:19][C:18]=1[CH3:23])#[N:13].N1C=CC=CC=1.O. Product: [Cl:1][C:2]1[CH:7]=[CH:6][C:5]([S:8]([N:27]2[CH2:28][CH2:29][N:24]([C:15](=[N:14][C:12]#[N:13])[NH:16][C:17]3[CH:22]=[CH:21][CH:20]=[CH:19][C:18]=3[CH3:23])[CH2:25][CH:26]2[C:30]2[CH:35]=[CH:34][CH:33]=[CH:32][CH:31]=2)(=[O:10])=[O:9])=[CH:4][CH:3]=1. The catalyst class is: 4. (4) Product: [Br:14][C:8]1[CH:7]=[C:6]([N+:9]([O-:11])=[O:10])[C:5]([O:12][CH3:13])=[CH:4][C:3]=1[O:2][CH3:1]. Reactant: [CH3:1][O:2][C:3]1[CH:8]=[CH:7][C:6]([N+:9]([O-:11])=[O:10])=[C:5]([O:12][CH3:13])[CH:4]=1.[Br:14]Br. The catalyst class is: 22. (5) Reactant: [F:1][C:2]([F:15])([F:14])[S:3]([O:6]S(C(F)(F)F)(=O)=O)(=[O:5])=[O:4].[N:16]1([C:22]2[CH:27]=[CH:26][CH:25]=[CH:24][C:23]=2O)[CH2:21][CH2:20][O:19][CH2:18][CH2:17]1.C(N(CC)CC)C. Product: [F:1][C:2]([F:15])([F:14])[S:3]([O:6][C:23]1[CH:24]=[CH:25][CH:26]=[CH:27][C:22]=1[N:16]1[CH2:17][CH2:18][O:19][CH2:20][CH2:21]1)(=[O:5])=[O:4]. The catalyst class is: 4.